This data is from Reaction yield outcomes from USPTO patents with 853,638 reactions. The task is: Predict the reaction yield, written as a fraction of the theoretical maximum amount of product (1.0 means a 100% yield; for example, 0.34 means a 34% yield). (1) The reactants are [NH2:1][C:2]1[CH:7]=[CH:6][C:5]([S:8]([NH:11][CH2:12][CH2:13][O:14][CH:15]([CH3:17])[CH3:16])(=[O:10])=[O:9])=[CH:4][C:3]=1[F:18].[CH:19]([O:22][C:23]([N:25]1[CH2:30][CH2:29][CH:28]([O:31][C:32]2[C:37]([CH3:38])=[C:36](Cl)[N:35]=[CH:34][N:33]=2)[CH2:27][CH2:26]1)=[O:24])([CH3:21])[CH3:20].C1(C2C=CC=CC=2)C=CC=CC=1P(C(C)(C)C)C(C)(C)C.CC(C)([O-])C.[Na+]. The catalyst is O1CCOCC1.C([O-])(=O)C.[Pd+2].C([O-])(=O)C. The product is [CH:19]([O:22][C:23]([N:25]1[CH2:30][CH2:29][CH:28]([O:31][C:32]2[C:37]([CH3:38])=[C:36]([NH:1][C:2]3[CH:7]=[CH:6][C:5]([S:8](=[O:10])(=[O:9])[NH:11][CH2:12][CH2:13][O:14][CH:15]([CH3:16])[CH3:17])=[CH:4][C:3]=3[F:18])[N:35]=[CH:34][N:33]=2)[CH2:27][CH2:26]1)=[O:24])([CH3:21])[CH3:20]. The yield is 0.220. (2) The reactants are [F:1][C:2]1[N:9]=[C:8](F)[C:7]([F:11])=[CH:6][C:3]=1[C:4]#[N:5].[NH:12]1[CH2:16][CH2:15][CH2:14][CH2:13]1. No catalyst specified. The product is [F:1][C:2]1[N:9]=[C:8]([N:12]2[CH2:16][CH2:15][CH2:14][CH2:13]2)[C:7]([F:11])=[CH:6][C:3]=1[C:4]#[N:5]. The yield is 0.570.